From a dataset of Peptide-MHC class I binding affinity with 185,985 pairs from IEDB/IMGT. Regression. Given a peptide amino acid sequence and an MHC pseudo amino acid sequence, predict their binding affinity value. This is MHC class I binding data. The peptide sequence is FAIEALAKA. The MHC is HLA-A02:03 with pseudo-sequence HLA-A02:03. The binding affinity (normalized) is 0.873.